This data is from CYP2C9 substrate classification data from Carbon-Mangels et al.. The task is: Regression/Classification. Given a drug SMILES string, predict its absorption, distribution, metabolism, or excretion properties. Task type varies by dataset: regression for continuous measurements (e.g., permeability, clearance, half-life) or binary classification for categorical outcomes (e.g., BBB penetration, CYP inhibition). Dataset: cyp2c9_substrate_carbonmangels. (1) The compound is CC(C)Oc1ccc2c(=O)c(-c3ccccc3)coc2c1. The result is 0 (non-substrate). (2) The molecule is CCCCC(=O)N(Cc1ccc(-c2ccccc2-c2nnn[nH]2)cc1)[C@H](C(=O)O)C(C)C. The result is 0 (non-substrate). (3) The compound is COC(=O)[C@@H]1CC2=CC(=O)CC[C@]2(C)[C@@]23O[C@@H]2C[C@@]2(C)[C@@H](CC[C@@]24CCC(=O)O4)[C@H]13. The result is 0 (non-substrate). (4) The drug is COc1ccc2nc([S@H](=O)Cc3ncc(C)c(OC)c3C)[nH]c2c1. The result is 1 (substrate).